From a dataset of Reaction yield outcomes from USPTO patents with 853,638 reactions. Predict the reaction yield, written as a fraction of the theoretical maximum amount of product (1.0 means a 100% yield; for example, 0.34 means a 34% yield). The reactants are [F:1][C:2]1[CH:3]=[N:4][CH:5]=[CH:6][C:7]=1[CH2:8][C:9]([C:11]1[CH:20]=[CH:19][C:18]2[C:13](=[CH:14][CH:15]=[CH:16][CH:17]=2)[CH:12]=1)=[O:10].[H-].[Na+].Br[CH2:24][C:25]([O:27][CH2:28][CH3:29])=[O:26].[Cl-].[NH4+]. The catalyst is O1CCOCC1. The product is [F:1][C:2]1[CH:3]=[N:4][CH:5]=[CH:6][C:7]=1[CH:8]([C:9]([C:11]1[CH:20]=[CH:19][C:18]2[C:13](=[CH:14][CH:15]=[CH:16][CH:17]=2)[CH:12]=1)=[O:10])[CH2:24][C:25]([O:27][CH2:28][CH3:29])=[O:26]. The yield is 0.740.